This data is from Forward reaction prediction with 1.9M reactions from USPTO patents (1976-2016). The task is: Predict the product of the given reaction. (1) The product is: [Si:1]([O:18][CH2:19][C:20]1[N:21]=[C:22]([C:37](=[O:41])[CH:38]([F:40])[F:39])[N:23]([CH2:25][O:26][CH2:27][CH3:28])[CH:24]=1)([C:14]([CH3:15])([CH3:16])[CH3:17])([C:8]1[CH:9]=[CH:10][CH:11]=[CH:12][CH:13]=1)[C:2]1[CH:7]=[CH:6][CH:5]=[CH:4][CH:3]=1. Given the reactants [Si:1]([O:18][CH2:19][C:20]1[N:21]=[CH:22][N:23]([CH2:25][O:26][CH2:27][CH3:28])[CH:24]=1)([C:14]([CH3:17])([CH3:16])[CH3:15])([C:8]1[CH:13]=[CH:12][CH:11]=[CH:10][CH:9]=1)[C:2]1[CH:7]=[CH:6][CH:5]=[CH:4][CH:3]=1.C([Li])CCC.CON(C)[C:37](=[O:41])[CH:38]([F:40])[F:39].[Cl-].[NH4+], predict the reaction product. (2) Given the reactants [N:1]1([C:6]2[CH:11]=[C:10]([NH:12][CH:13]3[CH2:18][CH2:17][O:16][CH2:15][CH2:14]3)[N:9]3[N:19]=[C:20]([C:22]([O:24]CC)=[O:23])[CH:21]=[C:8]3[N:7]=2)[CH2:5][CH2:4][CH2:3][CH2:2]1.[OH-].[Na+].Cl, predict the reaction product. The product is: [N:1]1([C:6]2[CH:11]=[C:10]([NH:12][CH:13]3[CH2:14][CH2:15][O:16][CH2:17][CH2:18]3)[N:9]3[N:19]=[C:20]([C:22]([OH:24])=[O:23])[CH:21]=[C:8]3[N:7]=2)[CH2:5][CH2:4][CH2:3][CH2:2]1. (3) Given the reactants [CH3:1][S:2](Cl)(=[O:4])=[O:3].[C:6]1([C:12]2[NH:13][C:14]3[C:19]([C:20]=2[CH2:21][CH2:22][OH:23])=[CH:18][CH:17]=[CH:16][CH:15]=3)[CH:11]=[CH:10][CH:9]=[CH:8][CH:7]=1.C(N(CC)CC)C.Cl, predict the reaction product. The product is: [C:6]1([C:12]2[NH:13][C:14]3[C:19]([C:20]=2[CH2:21][CH2:22][O:23][S:2]([CH3:1])(=[O:4])=[O:3])=[CH:18][CH:17]=[CH:16][CH:15]=3)[CH:7]=[CH:8][CH:9]=[CH:10][CH:11]=1. (4) Given the reactants [CH:1]1([C:4]2[N:5]=[C:6]([CH3:26])[NH:7][C:8](=[O:25])[C:9]=2[CH2:10][C:11]2[CH:16]=[CH:15][C:14]([C:17]3[C:18]([C:23]#[N:24])=[CH:19][CH:20]=[CH:21][CH:22]=3)=[CH:13][CH:12]=2)[CH2:3][CH2:2]1.[CH:27]([O:30][C:31]1[CH:36]=[CH:35][C:34](B(O)O)=[CH:33][CH:32]=1)([CH3:29])[CH3:28].C(N(CC)CC)C.N1C=CC=CC=1, predict the reaction product. The product is: [CH:1]1([C:4]2[N:5]=[C:6]([CH3:26])[N:7]([C:34]3[CH:35]=[CH:36][C:31]([O:30][CH:27]([CH3:29])[CH3:28])=[CH:32][CH:33]=3)[C:8](=[O:25])[C:9]=2[CH2:10][C:11]2[CH:16]=[CH:15][C:14]([C:17]3[C:18]([C:23]#[N:24])=[CH:19][CH:20]=[CH:21][CH:22]=3)=[CH:13][CH:12]=2)[CH2:2][CH2:3]1. (5) Given the reactants Br[CH2:2][C:3]([N:5]1[CH2:9][C@@H:8]([F:10])[CH2:7][C@H:6]1[C:11]#[N:12])=[O:4].Cl.F[C@@H]1CN[C@H](C(N)=O)C1.[Cl:23]CC(Cl)=O, predict the reaction product. The product is: [Cl:23][CH2:2][C:3]([N:5]1[CH2:9][C@@H:8]([F:10])[CH2:7][C@H:6]1[C:11]#[N:12])=[O:4].